This data is from Forward reaction prediction with 1.9M reactions from USPTO patents (1976-2016). The task is: Predict the product of the given reaction. (1) Given the reactants [NH2:1][C:2]1[C:10]2[NH:9][C:8]3[CH2:11][CH2:12][N:13]([C:15]([O:17][C:18]([CH3:21])([CH3:20])[CH3:19])=[O:16])[CH2:14][C:7]=3[C:6]=2[CH:5]=[CH:4][CH:3]=1.[Cl:22][CH2:23][CH2:24][C:25](Cl)=[O:26].C(=O)(O)[O-].[Na+], predict the reaction product. The product is: [Cl:22][CH2:23][CH2:24][C:25]([NH:1][C:2]1[C:10]2[NH:9][C:8]3[CH2:11][CH2:12][N:13]([C:15]([O:17][C:18]([CH3:21])([CH3:20])[CH3:19])=[O:16])[CH2:14][C:7]=3[C:6]=2[CH:5]=[CH:4][CH:3]=1)=[O:26]. (2) Given the reactants C([O:3][C:4](=O)[CH2:5][N:6]([CH2:14][C:15]1[CH:20]=[C:19]([Cl:21])[CH:18]=[CH:17][C:16]=1[NH2:22])[C:7]([O:9][C:10]([CH3:13])([CH3:12])[CH3:11])=[O:8])C.CC(C)([O-])C.[K+].O.[Cl-].[NH4+], predict the reaction product. The product is: [C:10]([O:9][C:7]([N:6]1[CH2:14][C:15]2[CH:20]=[C:19]([Cl:21])[CH:18]=[CH:17][C:16]=2[NH:22][C:4](=[O:3])[CH2:5]1)=[O:8])([CH3:13])([CH3:12])[CH3:11]. (3) Given the reactants [OH:1][C:2]1[C:10]2[N:9]=[C:8]([CH3:11])[N:7]([CH3:12])[C:6]=2[CH:5]=[C:4]([C:13]([N:15]([CH3:17])[CH3:16])=[O:14])[CH:3]=1.Cl[CH:19]1[C:28]2[C:23](=[CH:24][CH:25]=[CH:26][C:27]=2[CH3:29])[O:22][CH2:21][CH2:20]1, predict the reaction product. The product is: [CH3:17][N:15]([CH3:16])[C:13]([C:4]1[CH:3]=[C:2]([O:1][CH:19]2[C:28]3[C:23](=[CH:24][CH:25]=[CH:26][C:27]=3[CH3:29])[O:22][CH2:21][CH2:20]2)[C:10]2[N:9]=[C:8]([CH3:11])[N:7]([CH3:12])[C:6]=2[CH:5]=1)=[O:14]. (4) Given the reactants C[O-].[Na+].[CH2:4]([N:6]1[C:10]([CH2:11][C:12]([O:14][CH:15](C)C)=[O:13])=[CH:9][C:8]([CH3:18])=[N:7]1)[CH3:5].C(O)(=O)C, predict the reaction product. The product is: [CH2:4]([N:6]1[C:10]([CH2:11][C:12]([O:14][CH3:15])=[O:13])=[CH:9][C:8]([CH3:18])=[N:7]1)[CH3:5]. (5) Given the reactants [Br:1][C:2]1[N:7]=[C:6]([C:8]([OH:10])=O)[CH:5]=[CH:4][CH:3]=1.CN.C(C1NC=CN=1)([C:15]1[NH:16]C=CN=1)=O, predict the reaction product. The product is: [CH3:15][NH:16][C:8]([C:6]1[CH:5]=[CH:4][CH:3]=[C:2]([Br:1])[N:7]=1)=[O:10]. (6) Given the reactants [CH3:1][O:2][C:3](=[O:14])[C:4]1[CH:9]=[CH:8][C:7]([N+:10]([O-:12])=[O:11])=[CH:6][C:5]=1[CH3:13].C1C(=O)N([Br:22])C(=O)C1.CC(N=NC(C#N)(C)C)(C#N)C, predict the reaction product. The product is: [CH3:1][O:2][C:3](=[O:14])[C:4]1[CH:9]=[CH:8][C:7]([N+:10]([O-:12])=[O:11])=[CH:6][C:5]=1[CH2:13][Br:22].